This data is from Full USPTO retrosynthesis dataset with 1.9M reactions from patents (1976-2016). The task is: Predict the reactants needed to synthesize the given product. (1) Given the product [NH2:26][CH:21]([CH2:22][CH:23]([CH3:25])[CH3:24])[C:20]([NH:19][C:16]1[CH:17]=[CH:18][C:13]([C:11]2[CH:12]=[N:8][NH:9][CH:10]=2)=[C:14]([O:35][CH:36]([F:37])[F:38])[CH:15]=1)=[O:34], predict the reactants needed to synthesize it. The reactants are: C([N:8]1[CH:12]=[C:11]([C:13]2[CH:18]=[CH:17][C:16]([NH:19][C:20](=[O:34])[C@H:21]([NH:26]C(=O)OC(C)(C)C)[CH2:22][CH:23]([CH3:25])[CH3:24])=[CH:15][C:14]=2[O:35][CH:36]([F:38])[F:37])[CH:10]=[N:9]1)C1C=CC=CC=1.C([O-])=O.[NH4+].C(O)(C(F)(F)F)=O. (2) Given the product [CH3:1][O:2][C:3](=[O:15])[C:4]1[C:5]([Br:14])=[CH:6][CH:7]=[C:8]([NH:10][C:11](=[O:13])[CH3:12])[C:9]=1[N+:16]([O-:18])=[O:17], predict the reactants needed to synthesize it. The reactants are: [CH3:1][O:2][C:3](=[O:15])[C:4]1[CH:9]=[C:8]([NH:10][C:11](=[O:13])[CH3:12])[CH:7]=[CH:6][C:5]=1[Br:14].[N+:16]([O-])([OH:18])=[O:17]. (3) Given the product [ClH:11].[C:6]([NH:3][CH2:2][CH2:1][NH2:4])(=[O:10])[C:7]([CH3:9])=[CH2:8], predict the reactants needed to synthesize it. The reactants are: [CH2:1]([NH2:4])[CH2:2][NH2:3].Cl.[C:6]([Cl:11])(=[O:10])[C:7]([CH3:9])=[CH2:8]. (4) The reactants are: Cl[C:2]([O:4][CH3:5])=[O:3].C([O-])([O-])=O.[Na+].[Na+].[NH2:12][C:13]([CH3:18])([CH3:17])[C:14]([OH:16])=[O:15].[OH-].[Na+]. Given the product [CH3:5][O:4][C:2]([NH:12][C:13]([CH3:18])([C:14]([OH:16])=[O:15])[CH3:17])=[O:3], predict the reactants needed to synthesize it.